Dataset: Forward reaction prediction with 1.9M reactions from USPTO patents (1976-2016). Task: Predict the product of the given reaction. (1) Given the reactants [Cl:1][C:2]1[CH:3]=[C:4]([C:8]2[N:13]=[C:12]([CH3:14])[C:11]([CH2:15][CH3:16])=[C:10]([NH:17][C:18]3[CH:23]=[CH:22][C:21]([CH2:24][C:25]([O:27]C)=[O:26])=[CH:20][CH:19]=3)[CH:9]=2)[CH:5]=[CH:6][CH:7]=1.O.[OH-].[Li+].C1COCC1.Cl, predict the reaction product. The product is: [Cl:1][C:2]1[CH:3]=[C:4]([C:8]2[N:13]=[C:12]([CH3:14])[C:11]([CH2:15][CH3:16])=[C:10]([NH:17][C:18]3[CH:19]=[CH:20][C:21]([CH2:24][C:25]([OH:27])=[O:26])=[CH:22][CH:23]=3)[CH:9]=2)[CH:5]=[CH:6][CH:7]=1. (2) Given the reactants Cl.[NH2:2][C@H:3]([CH2:33][C:34]1[CH:39]=[CH:38][CH:37]=[CH:36][C:35]=1[Cl:40])[C:4]([N:6]1[CH2:11][CH2:10][CH:9]([N:12]2[N:21]=[C:20]([C:22]3[CH:27]=[CH:26][C:25]([O:28][CH3:29])=[C:24]([O:30][CH3:31])[CH:23]=3)[C@@H:19]3[C@@H:14]([CH2:15][CH2:16][CH2:17][CH2:18]3)[C:13]2=[O:32])[CH2:8][CH2:7]1)=[O:5].[CH:41]1([CH2:44][O:45][C:46]2[CH:54]=[CH:53][C:49]3[O:50][CH2:51][O:52][C:48]=3[C:47]=2[C:55]2[C:56]3[NH:63][C:62]([CH3:64])=[C:61]([C:65](O)=[O:66])[C:57]=3[N:58]=[CH:59][N:60]=2)[CH2:43][CH2:42]1.CCOC(C(C#N)=NOC(N1CCOCC1)=[N+](C)C)=O.F[P-](F)(F)(F)(F)F.CCN(C(C)C)C(C)C.C(=O)(O)[O-].[Na+], predict the reaction product. The product is: [Cl:40][C:35]1[CH:36]=[CH:37][CH:38]=[CH:39][C:34]=1[CH2:33][C@@H:3]([NH:2][C:65]([C:61]1[C:57]2[N:58]=[CH:59][N:60]=[C:55]([C:47]3[C:48]4[O:52][CH2:51][O:50][C:49]=4[CH:53]=[CH:54][C:46]=3[O:45][CH2:44][CH:41]3[CH2:43][CH2:42]3)[C:56]=2[NH:63][C:62]=1[CH3:64])=[O:66])[C:4]([N:6]1[CH2:7][CH2:8][CH:9]([N:12]2[N:21]=[C:20]([C:22]3[CH:27]=[CH:26][C:25]([O:28][CH3:29])=[C:24]([O:30][CH3:31])[CH:23]=3)[C@@H:19]3[C@@H:14]([CH2:15][CH2:16][CH2:17][CH2:18]3)[C:13]2=[O:32])[CH2:10][CH2:11]1)=[O:5]. (3) Given the reactants Cl[C:2]1[C:3]2[CH:17]=[CH:16][C:15](=[O:18])[N:14]([C:19]3[C:24]([F:25])=[CH:23][CH:22]=[CH:21][C:20]=3[F:26])[C:4]=2[N:5]=[C:6]([NH:8][CH:9]([CH2:12][OH:13])[CH2:10][OH:11])[N:7]=1.[CH:27]1([NH:30][C:31](=[O:49])[C:32]2[CH:37]=[C:36](B3OC(C)(C)C(C)(C)O3)[C:35]([CH3:47])=[C:34]([F:48])[CH:33]=2)[CH2:29][CH2:28]1.C([O-])([O-])=O.[K+].[K+], predict the reaction product. The product is: [CH:27]1([NH:30][C:31](=[O:49])[C:32]2[CH:33]=[C:34]([F:48])[C:35]([CH3:47])=[C:36]([C:2]3[C:3]4[CH:17]=[CH:16][C:15](=[O:18])[N:14]([C:19]5[C:24]([F:25])=[CH:23][CH:22]=[CH:21][C:20]=5[F:26])[C:4]=4[N:5]=[C:6]([NH:8][CH:9]([CH2:12][OH:13])[CH2:10][OH:11])[N:7]=3)[CH:37]=2)[CH2:28][CH2:29]1. (4) Given the reactants [CH3:1][S:2](OCC1C=CC=C(C2N=C(N3CCOCC3)C3=CC(CN(C)C)=CN3N=2)C=1)(=[O:4])=[O:3].[NH2:32][CH2:33][C:34]1[CH:35]=[C:36]([C:40]2[N:45]=[C:44]([N:46]3[CH2:51][CH2:50][O:49][CH2:48][CH2:47]3)[C:43]3=[CH:52][C:53]([CH2:55][N:56]([CH3:58])[CH3:57])=[CH:54][N:42]3[N:41]=2)[CH:37]=[CH:38][CH:39]=1.ClCCl, predict the reaction product. The product is: [CH3:57][N:56]([CH2:55][C:53]1[CH:52]=[C:43]2[N:42]([CH:54]=1)[N:41]=[C:40]([C:36]1[CH:35]=[C:34]([CH:39]=[CH:38][CH:37]=1)[CH2:33][NH:32][S:2]([CH3:1])(=[O:4])=[O:3])[N:45]=[C:44]2[N:46]1[CH2:47][CH2:48][O:49][CH2:50][CH2:51]1)[CH3:58]. (5) Given the reactants [CH3:1][CH:2]([O:6][C:7]1[CH:8]=[CH:9][CH:10]=[C:11]2[C:16]=1[N:15]=[C:14]([NH2:17])[CH:13]=[CH:12]2)[CH2:3][CH:4]=[CH2:5].B.C1C[O:22]CC1.[OH-].[Na+], predict the reaction product. The product is: [NH2:17][C:14]1[CH:13]=[CH:12][C:11]2[C:16](=[C:7]([O:6][CH:2]([CH3:1])[CH2:3][CH2:4][CH2:5][OH:22])[CH:8]=[CH:9][CH:10]=2)[N:15]=1. (6) Given the reactants Cl.[CH3:2][C@:3]1([N:8]2[C:12]3[N:13]=[C:14]([N:24]4[CH2:29][CH2:28][O:27][CH2:26][CH2:25]4)[N:15]=[C:16]([C:17]4[CH:18]=[N:19][C:20]([NH2:23])=[N:21][CH:22]=4)[C:11]=3[CH2:10][CH2:9]2)[CH2:7][CH2:6][NH:5][CH2:4]1.Br[CH:31]1[CH2:35][CH2:34][NH:33][C:32]1=[O:36].O, predict the reaction product. The product is: [NH2:23][C:20]1[N:19]=[CH:18][C:17]([C:16]2[C:11]3[CH2:10][CH2:9][N:8]([C@@:3]4([CH3:2])[CH2:7][CH2:6][N:5]([CH:31]5[CH2:35][CH2:34][NH:33][C:32]5=[O:36])[CH2:4]4)[C:12]=3[N:13]=[C:14]([N:24]3[CH2:29][CH2:28][O:27][CH2:26][CH2:25]3)[N:15]=2)=[CH:22][N:21]=1. (7) Given the reactants [C:1]([O:5][C:6]([N:8]1[CH2:13][CH2:12][CH:11]([NH:14][C:15]2[CH:20]=[CH:19][CH:18]=[C:17]([C:21]3[CH:26]=[CH:25][N:24]=[C:23](Cl)[N:22]=3)[CH:16]=2)[CH2:10][CH2:9]1)=[O:7])([CH3:4])([CH3:3])[CH3:2].[NH2:28][CH2:29][CH2:30][C:31]1[CH:36]=[CH:35][C:34]([OH:37])=[CH:33][CH:32]=1, predict the reaction product. The product is: [C:1]([O:5][C:6]([N:8]1[CH2:13][CH2:12][CH:11]([NH:14][C:15]2[CH:20]=[CH:19][CH:18]=[C:17]([C:21]3[CH:26]=[CH:25][N:24]=[C:23]([NH:28][CH2:29][CH2:30][C:31]4[CH:36]=[CH:35][C:34]([OH:37])=[CH:33][CH:32]=4)[N:22]=3)[CH:16]=2)[CH2:10][CH2:9]1)=[O:7])([CH3:4])([CH3:3])[CH3:2].